Dataset: Forward reaction prediction with 1.9M reactions from USPTO patents (1976-2016). Task: Predict the product of the given reaction. (1) Given the reactants Cl.[F:2][C:3]1[CH:8]=[CH:7][C:6]([NH:9][C:10]2[CH:15]=[CH:14][N:13]=[C:12]([NH:16][C:17]3[CH:22]=[CH:21][C:20]([S:23](Cl)(=[O:25])=[O:24])=[CH:19][CH:18]=3)[N:11]=2)=[CH:5][CH:4]=1.[CH3:27][NH:28][CH:29]1[CH2:33][CH2:32][N:31]([CH3:34])[CH2:30]1, predict the reaction product. The product is: [F:2][C:3]1[CH:8]=[CH:7][C:6]([NH:9][C:10]2[CH:15]=[CH:14][N:13]=[C:12]([NH:16][C:17]3[CH:22]=[CH:21][C:20]([S:23]([N:28]([CH3:27])[CH:29]4[CH2:33][CH2:32][N:31]([CH3:34])[CH2:30]4)(=[O:25])=[O:24])=[CH:19][CH:18]=3)[N:11]=2)=[CH:5][CH:4]=1. (2) Given the reactants [C:1]([O:5][C:6]([N:8]1[CH2:13][C@H:12]([CH2:14][OH:15])[NH:11][CH2:10][C@H:9]1[CH3:16])=[O:7])([CH3:4])([CH3:3])[CH3:2].[F:17][C:18]([C:23]1[CH:24]=[C:25]2[NH:31][CH2:30][C:29]([CH3:33])([CH3:32])[C:26]2=[N:27][CH:28]=1)([F:22])[CH2:19][CH2:20][CH3:21].Cl[CH2:35][C:36](Cl)=[O:37].CCN(C(C)C)C(C)C, predict the reaction product. The product is: [C:1]([O:5][C:6]([N:8]1[CH2:13][C@H:12]([CH2:14][OH:15])[N:11]([CH2:35][C:36]([N:31]2[C:25]3[C:26](=[N:27][CH:28]=[C:23]([C:18]([F:22])([F:17])[CH2:19][CH2:20][CH3:21])[CH:24]=3)[C:29]([CH3:32])([CH3:33])[CH2:30]2)=[O:37])[CH2:10][C@H:9]1[CH3:16])=[O:7])([CH3:4])([CH3:3])[CH3:2]. (3) The product is: [OH:41][CH2:40][C:36]1([CH2:35][O:1][C:2]2[CH:3]=[C:4]([CH3:33])[C:5]([C:9]3[CH:14]=[CH:13][CH:12]=[C:11]([CH2:15][O:16][C:17]4[CH:22]=[CH:21][C:20]([C:23]5([CH2:27][C:28]([O:30][CH2:31][CH3:32])=[O:29])[CH2:24][O:25][CH2:26]5)=[CH:19][CH:18]=4)[CH:10]=3)=[C:6]([CH3:8])[CH:7]=2)[CH2:39][O:38][CH2:37]1. Given the reactants [OH:1][C:2]1[CH:7]=[C:6]([CH3:8])[C:5]([C:9]2[CH:14]=[CH:13][CH:12]=[C:11]([CH2:15][O:16][C:17]3[CH:22]=[CH:21][C:20]([C:23]4([CH2:27][C:28]([O:30][CH2:31][CH3:32])=[O:29])[CH2:26][O:25][CH2:24]4)=[CH:19][CH:18]=3)[CH:10]=2)=[C:4]([CH3:33])[CH:3]=1.Br[CH2:35][C:36]1([CH2:40][OH:41])[CH2:39][O:38][CH2:37]1.C(=O)([O-])[O-].[Cs+].[Cs+], predict the reaction product. (4) Given the reactants [C:1]([N:4]1[CH2:9][CH2:8][CH:7]([N:10](C(OC(C)(C)C)=O)[NH:11]C(OC(C)(C)C)=O)[CH2:6][CH2:5]1)(=[O:3])[CH3:2].[ClH:26], predict the reaction product. The product is: [ClH:26].[C:1]([N:4]1[CH2:5][CH2:6][CH:7]([NH:10][NH2:11])[CH2:8][CH2:9]1)(=[O:3])[CH3:2]. (5) Given the reactants [CH3:1][C@@H:2]1[N:6]([C:7]([O:9][C:10]([CH3:13])([CH3:12])[CH3:11])=[O:8])[C@H:5]([C:14]([O:16][CH2:17][C:18]([C:20]2[CH:21]=[CH:22][C:23]3[C:32]4[CH:31]=[C:30]5[CH2:33][CH2:34][CH:35](Br)[C:36](=[O:37])[C:29]5=[CH:28][C:27]=4[O:26][CH2:25][C:24]=3[CH:39]=2)=[O:19])=[O:15])[CH2:4][CH2:3]1.[C:40]([O:44][C:45]([N:47]1[CH2:51][C@@H:50]([CH2:52][O:53][CH3:54])[CH2:49][C@H:48]1[C:55]([OH:57])=[O:56])=[O:46])([CH3:43])([CH3:42])[CH3:41].C([O-])([O-])=O.[Cs+].[Cs+], predict the reaction product. The product is: [CH3:1][C@@H:2]1[N:6]([C:7]([O:9][C:10]([CH3:13])([CH3:12])[CH3:11])=[O:8])[C@H:5]([C:14]([O:16][CH2:17][C:18]([C:20]2[CH:21]=[CH:22][C:23]3[C:32]4[CH:31]=[C:30]5[CH2:33][CH2:34][CH:35]([O:57][C:55]([C@@H:48]6[CH2:49][C@H:50]([CH2:52][O:53][CH3:54])[CH2:51][N:47]6[C:45]([O:44][C:40]([CH3:43])([CH3:42])[CH3:41])=[O:46])=[O:56])[C:36](=[O:37])[C:29]5=[CH:28][C:27]=4[O:26][CH2:25][C:24]=3[CH:39]=2)=[O:19])=[O:15])[CH2:4][CH2:3]1.